From a dataset of Forward reaction prediction with 1.9M reactions from USPTO patents (1976-2016). Predict the product of the given reaction. (1) Given the reactants [Cl:1][C:2]1[CH:37]=[CH:36][C:5]([O:6][C:7]2[CH:8]=[C:9]([NH:29][CH2:30][CH2:31][C:32]([F:35])([F:34])[F:33])[C:10]3[N:11]([C:13]([C:16]4[CH:27]=[CH:26][C:19]([C:20](NC5CC5)=[O:21])=[C:18]([CH3:28])[CH:17]=4)=[CH:14][N:15]=3)[N:12]=2)=[CH:4][CH:3]=1.Br.[OH2:39], predict the reaction product. The product is: [Cl:1][C:2]1[CH:37]=[CH:36][C:5]([O:6][C:7]2[CH:8]=[C:9]([NH:29][CH2:30][CH2:31][C:32]([F:33])([F:35])[F:34])[C:10]3[N:11]([C:13]([C:16]4[CH:27]=[CH:26][C:19]([C:20]([OH:21])=[O:39])=[C:18]([CH3:28])[CH:17]=4)=[CH:14][N:15]=3)[N:12]=2)=[CH:4][CH:3]=1. (2) Given the reactants [CH3:1][C:2]1[S:6][C:5]([C:7]([OH:9])=O)=[CH:4][CH:3]=1.[Br:10][C:11]1[CH:17]=[CH:16][C:14]([NH2:15])=[C:13](O)[CH:12]=1, predict the reaction product. The product is: [Br:10][C:11]1[CH:17]=[CH:16][C:14]2[N:15]=[C:7]([C:5]3[S:6][C:2]([CH3:1])=[CH:3][CH:4]=3)[O:9][C:13]=2[CH:12]=1. (3) Given the reactants Br[C:2]1[CH:3]=[CH:4][C:5]2[O:9][N:8]=[C:7]([O:10][CH2:11][C:12]3N=CC=CN=3)[C:6]=2[CH:18]=1.[F:19][C:20]([F:32])([F:31])[O:21][C:22]1[CH:27]=[CH:26][C:25](B(O)O)=[CH:24][CH:23]=1.[C:33](=[O:36])([O-])[O-].[K+].[K+].O.[CH3:40]N(C=O)C, predict the reaction product. The product is: [O:36]1[CH2:33][CH2:40][CH:12]1[CH2:11][O:10][C:7]1[C:6]2[CH:18]=[C:2]([C:25]3[CH:26]=[CH:27][C:22]([O:21][C:20]([F:32])([F:31])[F:19])=[CH:23][CH:24]=3)[CH:3]=[CH:4][C:5]=2[O:9][N:8]=1. (4) The product is: [F:1][CH2:2][C:3]1[CH:4]=[C:5]([N:9]2[CH2:34][CH2:35][N:31]([C:36](=[NH:38])[NH2:37])[CH2:11][CH2:10]2)[CH:6]=[CH:7][CH:8]=1. Given the reactants [F:1][CH2:2][C:3]1[CH:4]=[C:5]([N:9]2CCN(C(OC(C)(C)C)=O)[CH2:11][CH2:10]2)[CH:6]=[CH:7][CH:8]=1.C(N(C(C)C)CC)(C)C.[N:31]1([C:36](=[NH:38])[NH2:37])[CH:35]=[CH:34]C=N1, predict the reaction product.